This data is from Forward reaction prediction with 1.9M reactions from USPTO patents (1976-2016). The task is: Predict the product of the given reaction. (1) Given the reactants [Cl:1][C:2]1[C:3]([F:14])=[C:4]([C:8]2([OH:13])[CH2:12][CH2:11][NH:10][CH2:9]2)[CH:5]=[CH:6][CH:7]=1.[CH2:15]=O, predict the reaction product. The product is: [Cl:1][C:2]1[C:3]([F:14])=[C:4]([C:8]2([OH:13])[CH2:12][CH2:11][N:10]([CH3:15])[CH2:9]2)[CH:5]=[CH:6][CH:7]=1. (2) Given the reactants Cl[C:2]1[N:7]=[C:6]([C:8]([NH2:10])=O)[CH:5]=[C:4]([C:11]([F:14])([F:13])[F:12])[CH:3]=1.[C:15](N1C=CN=C1)(N1C=CN=C1)=[O:16].[N:27]12CCCN=C1CCCCC2.[ClH:38].[OH2:39], predict the reaction product. The product is: [Cl:38][C:2]1[N:7]=[C:6]([C:8]2[NH:27][O:39][C:15](=[O:16])[N:10]=2)[CH:5]=[C:4]([C:11]([F:14])([F:13])[F:12])[CH:3]=1. (3) Given the reactants Cl[C:2]1[CH:7]=[CH:6][C:5]([C:8]#[N:9])=[CH:4][N:3]=1.[SH:10][CH2:11][CH2:12][NH:13][C:14](=[O:20])[O:15][C:16]([CH3:19])([CH3:18])[CH3:17].N12CCCN=C1CCCCC2, predict the reaction product. The product is: [C:8]([C:5]1[CH:6]=[CH:7][C:2]([S:10][CH2:11][CH2:12][NH:13][C:14](=[O:20])[O:15][C:16]([CH3:18])([CH3:17])[CH3:19])=[N:3][CH:4]=1)#[N:9]. (4) Given the reactants [CH3:1][O:2][C:3]1[CH:12]=[C:11]2[C:6]([N:7]=[CH:8][C:9](=[O:34])[N:10]2[CH2:13][CH2:14][CH2:15][NH:16][C@H:17]2[CH2:21][N:20]([C:22]3[CH:23]=[CH:24][C:25]4[O:30][CH2:29][C:28](=[O:31])[NH:27][C:26]=4[CH:32]=3)[C:19](=[O:33])[CH2:18]2)=[CH:5][CH:4]=1.[ClH:35].O1CCOCC1, predict the reaction product. The product is: [OH2:2].[ClH:35].[CH3:1][O:2][C:3]1[CH:12]=[C:11]2[C:6]([N:7]=[CH:8][C:9](=[O:34])[N:10]2[CH2:13][CH2:14][CH2:15][NH:16][C@H:17]2[CH2:21][N:20]([C:22]3[CH:23]=[CH:24][C:25]4[O:30][CH2:29][C:28](=[O:31])[NH:27][C:26]=4[CH:32]=3)[C:19](=[O:33])[CH2:18]2)=[CH:5][CH:4]=1. (5) Given the reactants [F:1][C:2]([F:25])([F:24])[C:3]1[CH:4]=[CH:5][C:6]([O:9][C:10]2[CH:11]=[C:12](/[CH:16]=[C:17]3/[CH2:18][CH:19]([NH2:23])[CH2:20][CH2:21][CH2:22]/3)[CH:13]=[CH:14][CH:15]=2)=[N:7][CH:8]=1.[N:26]1[CH:31]=[CH:30][N:29]=[CH:28][C:27]=1[C:32](O)=[O:33].CN(C(ON1N=NC2C=CC=NC1=2)=[N+](C)C)C.F[P-](F)(F)(F)(F)F.CCN(C(C)C)C(C)C, predict the reaction product. The product is: [F:25][C:2]([F:1])([F:24])[C:3]1[CH:4]=[CH:5][C:6]([O:9][C:10]2[CH:11]=[C:12](/[CH:16]=[C:17]3/[CH2:18][CH:19]([NH:23][C:32]([C:27]4[CH:28]=[N:29][CH:30]=[CH:31][N:26]=4)=[O:33])[CH2:20][CH2:21][CH2:22]/3)[CH:13]=[CH:14][CH:15]=2)=[N:7][CH:8]=1. (6) The product is: [CH3:1][O:2][C:3]([C:5]1[N:6]=[C:7]([C:25]#[N:26])[C:8]2[C:9](=[O:23])[N:10]([CH2:16][C:17]3[CH:22]=[CH:21][CH:20]=[CH:19][CH:18]=3)[CH:11]=[CH:12][C:13]=2[C:14]=1[OH:15])=[O:4]. Given the reactants [CH3:1][O:2][C:3]([C:5]1[N:6]=[C:7](I)[C:8]2[C:9](=[O:23])[N:10]([CH2:16][C:17]3[CH:22]=[CH:21][CH:20]=[CH:19][CH:18]=3)[CH:11]=[CH:12][C:13]=2[C:14]=1[OH:15])=[O:4].[C:25]([Cu])#[N:26].O.Cl, predict the reaction product. (7) Given the reactants [N+:1]([C:4]1[CH:5]=[CH:6][C:7]2[O:12][CH2:11][CH:10]([CH2:13][OH:14])[O:9][C:8]=2[CH:15]=1)([O-:3])=[O:2].[C:16]1([CH3:26])[CH:21]=[CH:20][C:19]([S:22](Cl)(=[O:24])=[O:23])=[CH:18][CH:17]=1, predict the reaction product. The product is: [CH3:26][C:16]1[CH:21]=[CH:20][C:19]([S:22]([O:14][CH2:13][CH:10]2[O:9][C:8]3[CH:15]=[C:4]([N+:1]([O-:3])=[O:2])[CH:5]=[CH:6][C:7]=3[O:12][CH2:11]2)(=[O:24])=[O:23])=[CH:18][CH:17]=1.